Task: Predict the reaction yield, written as a fraction of the theoretical maximum amount of product (1.0 means a 100% yield; for example, 0.34 means a 34% yield).. Dataset: Reaction yield outcomes from USPTO patents with 853,638 reactions (1) The yield is 0.807. The reactants are I[C:2]1[C:3]([NH2:8])=[N:4][CH:5]=[CH:6][CH:7]=1.[CH3:9][Si:10]([C:13]#[CH:14])([CH3:12])[CH3:11].C(N(CC)C(C)C)(C)C.CN1CCCC1=O. The product is [CH3:9][Si:10]([C:13]#[C:14][C:2]1[C:3]([NH2:8])=[N:4][CH:5]=[CH:6][CH:7]=1)([CH3:12])[CH3:11]. The catalyst is [Cu]I.C1C=CC([P]([Pd]([P](C2C=CC=CC=2)(C2C=CC=CC=2)C2C=CC=CC=2)([P](C2C=CC=CC=2)(C2C=CC=CC=2)C2C=CC=CC=2)[P](C2C=CC=CC=2)(C2C=CC=CC=2)C2C=CC=CC=2)(C2C=CC=CC=2)C2C=CC=CC=2)=CC=1.O. (2) The catalyst is C1COCC1. The product is [Br:1][C:2]1[CH:24]=[N:23][C:5]2[N:6]([CH3:22])[C:7](=[O:21])[N:8]([CH2:11][CH2:12][CH2:13][O:14][CH:15]3[CH2:20][CH2:19][CH2:18][CH2:17][O:16]3)[C:9](=[O:10])[C:4]=2[C:3]=1[CH:38]([C:37]1[CH:40]=[CH:41][C:34]([Cl:33])=[CH:35][CH:36]=1)[OH:39]. The reactants are [Br:1][C:2]1[CH:24]=[N:23][C:5]2[N:6]([CH3:22])[C:7](=[O:21])[N:8]([CH2:11][CH2:12][CH2:13][O:14][CH:15]3[CH2:20][CH2:19][CH2:18][CH2:17][O:16]3)[C:9](=[O:10])[C:4]=2[CH:3]=1.[Li+].CC([N-]C(C)C)C.[Cl:33][C:34]1[CH:41]=[CH:40][C:37]([CH:38]=[O:39])=[CH:36][CH:35]=1. The yield is 0.185.